This data is from Forward reaction prediction with 1.9M reactions from USPTO patents (1976-2016). The task is: Predict the product of the given reaction. (1) Given the reactants C([O:3][C:4](=[O:22])[CH2:5][N:6]1[CH:10]=[C:9]([C:11]2[CH:16]=[CH:15][C:14]([Br:17])=[CH:13][CH:12]=2)[N:8]([CH:18]2[CH2:20][CH2:19]2)[C:7]1=[O:21])C.[OH-].[K+].Cl, predict the reaction product. The product is: [Br:17][C:14]1[CH:15]=[CH:16][C:11]([C:9]2[N:8]([CH:18]3[CH2:20][CH2:19]3)[C:7](=[O:21])[N:6]([CH2:5][C:4]([OH:22])=[O:3])[CH:10]=2)=[CH:12][CH:13]=1. (2) Given the reactants CS(O[CH2:6][C:7]1[CH:12]=[C:11]([O:13][CH2:14][CH3:15])[C:10]([C:16](=[O:19])[NH:17][CH3:18])=[CH:9][N:8]=1)(=O)=O.[NH3:20], predict the reaction product. The product is: [NH2:20][CH2:6][C:7]1[CH:12]=[C:11]([O:13][CH2:14][CH3:15])[C:10]([C:16]([NH:17][CH3:18])=[O:19])=[CH:9][N:8]=1. (3) The product is: [I:1][C:2]1[CH:7]=[CH:6][C:5]([O:8][CH2:11][CH2:12][N:13]2[CH2:18][CH2:17][O:16][CH2:15][CH2:14]2)=[CH:4][CH:3]=1. Given the reactants [I:1][C:2]1[CH:7]=[CH:6][C:5]([OH:8])=[CH:4][CH:3]=1.Cl.Cl[CH2:11][CH2:12][N:13]1[CH2:18][CH2:17][O:16][CH2:15][CH2:14]1.C(=O)([O-])[O-].[K+].[K+], predict the reaction product. (4) Given the reactants [CH:1]1[C:13]2[CH:12]([CH2:14][O:15][C:16]([N:18]([CH2:29][C:30](=[O:47])[NH:31][CH2:32][CH2:33][O:34][CH2:35][CH2:36][O:37][CH2:38][CH2:39][C:40]([O:42]C(C)(C)C)=[O:41])[CH2:19][CH2:20][NH:21]C(=O)OC(C)(C)C)=[O:17])[C:11]3[C:6](=[CH:7][CH:8]=[CH:9][CH:10]=3)[C:5]=2[CH:4]=[CH:3][CH:2]=1.C(Cl)Cl.[C:51]([OH:57])([C:53]([F:56])([F:55])[F:54])=[O:52], predict the reaction product. The product is: [F:54][C:53]([F:56])([F:55])[C:51]([O-:57])=[O:52].[CH:10]1[C:11]2[CH:12]([CH2:14][O:15][C:16]([N:18]([CH2:29][C:30](=[O:47])[NH:31][CH2:32][CH2:33][O:34][CH2:35][CH2:36][O:37][CH2:38][CH2:39][C:40]([OH:42])=[O:41])[CH2:19][CH2:20][NH3+:21])=[O:17])[C:13]3[C:5](=[CH:4][CH:3]=[CH:2][CH:1]=3)[C:6]=2[CH:7]=[CH:8][CH:9]=1. (5) Given the reactants [F:1][C:2]1[CH:3]=[C:4]([NH2:12])[C:5](=[CH:9][C:10]=1[F:11])[C:6]([OH:8])=O.O=S(Cl)Cl.[Cl:17][C:18]1[CH:24]=[CH:23][CH:22]=[CH:21][C:19]=1[NH2:20].C(Cl)(Cl)Cl, predict the reaction product. The product is: [NH2:12][C:4]1[CH:3]=[C:2]([F:1])[C:10]([F:11])=[CH:9][C:5]=1[C:6]([NH:20][C:19]1[CH:21]=[CH:22][CH:23]=[CH:24][C:18]=1[Cl:17])=[O:8].